Dataset: Reaction yield outcomes from USPTO patents with 853,638 reactions. Task: Predict the reaction yield, written as a fraction of the theoretical maximum amount of product (1.0 means a 100% yield; for example, 0.34 means a 34% yield). (1) The reactants are [CH3:1][C:2]([CH3:7])([CH3:6])[C:3](Cl)=[O:4].[NH2:8][C:9]1[CH:14]=[C:13]([Cl:15])[CH:12]=[CH:11][N:10]=1.O. The catalyst is N1C=CC=CC=1. The product is [Cl:15][C:13]1[CH:12]=[CH:11][N:10]=[C:9]([NH:8][C:3](=[O:4])[C:2]([CH3:7])([CH3:6])[CH3:1])[CH:14]=1. The yield is 0.990. (2) The reactants are [F:1][C:2]1[CH:20]=[CH:19][C:5]([O:6][CH2:7][C:8]2[CH:13]=[CH:12][C:11]([CH2:14][CH2:15][N+:16]([O-:18])=O)=[CH:10][N:9]=2)=[CH:4][CH:3]=1.C[O-].[Li+].[C:24]([C:26]1[C:27]([NH2:32])=[N:28][CH:29]=[CH:30][CH:31]=1)#[CH:25].C(N(CC)CC)C. The catalyst is [Ti](Cl)(Cl)(Cl)Cl.O.O1CCCC1.C(OCC)(=O)C.CO. The product is [F:1][C:2]1[CH:3]=[CH:4][C:5]([O:6][CH2:7][C:8]2[N:9]=[CH:10][C:11]([CH2:14][C:15]3[CH:25]=[C:24]([C:26]4[C:27]([NH2:32])=[N:28][CH:29]=[CH:30][CH:31]=4)[O:18][N:16]=3)=[CH:12][CH:13]=2)=[CH:19][CH:20]=1. The yield is 0.254.